This data is from Full USPTO retrosynthesis dataset with 1.9M reactions from patents (1976-2016). The task is: Predict the reactants needed to synthesize the given product. (1) Given the product [Br:1][C:2]1[CH:3]=[C:4]2[N:10]=[C:9]([CH:11]3[CH2:15][C@H:14]([CH3:16])[CH2:13][NH:12]3)[NH:8][C:5]2=[N:6][CH:7]=1, predict the reactants needed to synthesize it. The reactants are: [Br:1][C:2]1[CH:3]=[C:4]2[N:10]=[C:9]([CH:11]3[CH2:15][C@H:14]([CH3:16])[CH2:13][N:12]3C(=O)C)[NH:8][C:5]2=[N:6][CH:7]=1.Cl. (2) Given the product [CH2:2]([S:9][CH:10]1[CH:14]([OH:15])[CH2:13][N:12]([C:61](=[O:62])[C@H:56]([CH2:57][CH:58]([CH3:59])[CH3:60])[NH:55][C:45]([O:47][CH2:48][C:49]2[CH:54]=[CH:53][CH:52]=[CH:51][CH:50]=2)=[O:46])[CH2:11]1)[C:3]1[CH:4]=[CH:5][CH:6]=[CH:7][CH:8]=1, predict the reactants needed to synthesize it. The reactants are: Cl.[CH2:2]([S:9][CH:10]1[CH:14]([OH:15])[CH2:13][NH:12][CH2:11]1)[C:3]1[CH:8]=[CH:7][CH:6]=[CH:5][CH:4]=1.CN1CCOCC1.Cl.CN(C)CCCN=C=NCC.ON1C2C=CC=CC=2N=N1.[C:45]([NH:55][C@H:56]([C:61](O)=[O:62])[CH2:57][CH:58]([CH3:60])[CH3:59])([O:47][CH2:48][C:49]1[CH:54]=[CH:53][CH:52]=[CH:51][CH:50]=1)=[O:46].